This data is from Catalyst prediction with 721,799 reactions and 888 catalyst types from USPTO. The task is: Predict which catalyst facilitates the given reaction. (1) Reactant: C1(C)C=CC(S(Cl)(=O)=O)=CC=1.[Br:12][C:13]1[CH:22]=[C:21]2[C:16]([C:17]3[N:26]4[CH2:27][CH2:28][CH2:29][N:30]([C:31]([O:33][C:34]([CH3:37])([CH3:36])[CH3:35])=[O:32])[C:25]4=[N:24][C:18]=3[CH:19]=[N+:20]2[O-])=[CH:15][CH:14]=1.[OH-].[NH4+:39]. Product: [NH2:39][C:19]1[C:18]2[N:24]=[C:25]3[N:30]([C:31]([O:33][C:34]([CH3:37])([CH3:36])[CH3:35])=[O:32])[CH2:29][CH2:28][CH2:27][N:26]3[C:17]=2[C:16]2[C:21](=[CH:22][C:13]([Br:12])=[CH:14][CH:15]=2)[N:20]=1. The catalyst class is: 46. (2) Reactant: C(=O)CC.[F:5][C:6]1C=C[C:9]([NH2:10])=[CH:8][CH:7]=1.P(O)(O[C:23]1[CH:28]=[CH:27][CH:26]=[CH:25]C=1)(O[C:27]1[CH:28]=[CH:23]C=[CH:25][CH:26]=1)=O.[CH:30](/[NH:33][C:34](=[O:43])[O:35][CH2:36][C:37]1[CH:42]=[CH:41][CH:40]=[CH:39][CH:38]=1)=[CH:31]\[CH3:32]. Product: [CH2:28]([C@H:27]1[C@H:26]([CH3:25])[C@@H:30]([NH:33][C:34](=[O:43])[O:35][CH2:36][C:37]2[CH:38]=[CH:39][CH:40]=[CH:41][CH:42]=2)[C:31]2[C:9](=[CH:8][CH:7]=[C:6]([F:5])[CH:32]=2)[NH:10]1)[CH3:23]. The catalyst class is: 4. (3) Reactant: [Cl:1][C:2]1[CH:3]=[C:4]([C:10]2[O:14][C:13]([C:15]([O:17]CC)=O)=[N:12][N:11]=2)[CH:5]=[C:6]([Cl:9])[C:7]=1[OH:8].[O:20]([C:27]1[CH:34]=[CH:33][C:30]([CH2:31][NH2:32])=[CH:29][CH:28]=1)[C:21]1[CH:26]=[CH:25][CH:24]=[CH:23][CH:22]=1. Product: [Cl:9][C:6]1[CH:5]=[C:4]([C:10]2[O:14][C:13]([C:15]([NH:32][CH2:31][C:30]3[CH:33]=[CH:34][C:27]([O:20][C:21]4[CH:22]=[CH:23][CH:24]=[CH:25][CH:26]=4)=[CH:28][CH:29]=3)=[O:17])=[N:12][N:11]=2)[CH:3]=[C:2]([Cl:1])[C:7]=1[OH:8]. The catalyst class is: 8.